From a dataset of Forward reaction prediction with 1.9M reactions from USPTO patents (1976-2016). Predict the product of the given reaction. (1) Given the reactants [CH2:1]([O:3][C:4]([C:6]1[CH:7]=[N:8][C:9]2[C:14]([C:15]=1OS(C(F)(F)F)(=O)=O)=[CH:13][CH:12]=[C:11]([C:24]([F:27])([F:26])[F:25])[CH:10]=2)=[O:5])[CH3:2].[F:28][C:29]1[CH:34]=[CH:33][C:32]([C:35]([F:38])([F:37])[F:36])=[CH:31][C:30]=1B(O)O.P([O-])([O-])([O-])=O.[K+].[K+].[K+], predict the reaction product. The product is: [CH2:1]([O:3][C:4]([C:6]1[CH:7]=[N:8][C:9]2[C:14]([C:15]=1[C:30]1[CH:31]=[C:32]([C:35]([F:37])([F:38])[F:36])[CH:33]=[CH:34][C:29]=1[F:28])=[CH:13][CH:12]=[C:11]([C:24]([F:25])([F:26])[F:27])[CH:10]=2)=[O:5])[CH3:2]. (2) Given the reactants N(C(OC(C)C)=O)=NC(OC(C)C)=O.[C:15]([O:19][C:20](=[O:35])[NH:21][C@H:22]([C:26]1[CH:31]=[C:30]([F:32])[C:29]([F:33])=[C:28]([F:34])[CH:27]=1)[C@@H:23]([OH:25])[CH3:24])([CH3:18])([CH3:17])[CH3:16].[N+:36]([C:39]1[CH:47]=[CH:46][C:42]([C:43](O)=[O:44])=[CH:41][CH:40]=1)([O-:38])=[O:37].C1(P(C2C=CC=CC=2)C2C=CC=CC=2)C=CC=CC=1, predict the reaction product. The product is: [C:15]([O:19][C:20]([NH:21][C@H:22]([C:26]1[CH:31]=[C:30]([F:32])[C:29]([F:33])=[C:28]([F:34])[CH:27]=1)[C@H:23]([O:25][C:43](=[O:44])[C:42]1[CH:41]=[CH:40][C:39]([N+:36]([O-:38])=[O:37])=[CH:47][CH:46]=1)[CH3:24])=[O:35])([CH3:16])([CH3:17])[CH3:18].